From a dataset of Forward reaction prediction with 1.9M reactions from USPTO patents (1976-2016). Predict the product of the given reaction. Given the reactants [CH2:1]([NH:5][N:6]1[C:15]2[C:10](=[CH:11][CH:12]=[CH:13][CH:14]=2)[C:9]([OH:16])=[C:8]([C:17]2[NH:22][C:21]3[CH:23]=[CH:24][C:25]([OH:27])=[CH:26][C:20]=3[S:19](=[O:29])(=[O:28])[N:18]=2)[C:7]1=[O:30])[CH2:2][CH2:3][CH3:4].C(=O)([O-])[O-].[Cs+].[Cs+].Br[CH2:38][C:39]([NH2:41])=[O:40], predict the reaction product. The product is: [CH2:1]([NH:5][N:6]1[C:15]2[C:10](=[CH:11][CH:12]=[CH:13][CH:14]=2)[C:9]([OH:16])=[C:8]([C:17]2[NH:22][C:21]3[CH:23]=[CH:24][C:25]([O:27][CH2:38][C:39]([NH2:41])=[O:40])=[CH:26][C:20]=3[S:19](=[O:28])(=[O:29])[N:18]=2)[C:7]1=[O:30])[CH2:2][CH2:3][CH3:4].